Task: Predict which catalyst facilitates the given reaction.. Dataset: Catalyst prediction with 721,799 reactions and 888 catalyst types from USPTO (1) Reactant: [Cl:1][C:2]1[CH:37]=[CH:36][C:5]([CH2:6][O:7][C:8]2[CH:35]=[CH:34][C:11]([CH2:12][N:13]3[C:18](=[O:19])[N:17]=[C:16]([N:20]4[CH2:25][CH2:24][N:23]([C:26]5[CH:31]=[CH:30][C:29]([F:32])=[CH:28][CH:27]=5)[CH2:22][CH2:21]4)[NH:15][C:14]3=[O:33])=[CH:10][CH:9]=2)=[CH:4][CH:3]=1.[C:38](=O)([O-])[O-].[K+].[K+].CI. Product: [Cl:1][C:2]1[CH:37]=[CH:36][C:5]([CH2:6][O:7][C:8]2[CH:35]=[CH:34][C:11]([CH2:12][N:13]3[C:14]([O:33][CH3:38])=[N:15][C:16]([N:20]4[CH2:21][CH2:22][N:23]([C:26]5[CH:31]=[CH:30][C:29]([F:32])=[CH:28][CH:27]=5)[CH2:24][CH2:25]4)=[N:17][C:18]3=[O:19])=[CH:10][CH:9]=2)=[CH:4][CH:3]=1. The catalyst class is: 9. (2) Reactant: C(OC([N:8]1[CH2:13][CH2:12][N:11]([C:14](=[O:33])[CH2:15][NH:16][C:17]2[CH:22]=[C:21]([C:23]3[CH:28]=[CH:27][CH:26]=[CH:25][C:24]=3[Cl:29])[C:20]([Cl:30])=[CH:19][C:18]=2[O:31][CH3:32])[CH2:10][CH2:9]1)=O)(C)(C)C.Cl.CO. Product: [Cl:29][C:24]1[CH:25]=[CH:26][CH:27]=[CH:28][C:23]=1[C:21]1[C:20]([Cl:30])=[CH:19][C:18]([O:31][CH3:32])=[C:17]([NH:16][CH2:15][C:14]([N:11]2[CH2:12][CH2:13][NH:8][CH2:9][CH2:10]2)=[O:33])[CH:22]=1. The catalyst class is: 2. (3) Reactant: C([O-])=O.[NH4+].C([N:12]1[CH2:17][CH2:16][CH2:15][CH:14]([NH:18][C:19]([C:21]2[CH:22]=[C:23]3[C:27](=[CH:28][CH:29]=2)[NH:26][N:25]=[CH:24]3)=[O:20])[CH2:13]1)C1C=CC=CC=1. Product: [NH:12]1[CH2:17][CH2:16][CH2:15][CH:14]([NH:18][C:19]([C:21]2[CH:22]=[C:23]3[C:27](=[CH:28][CH:29]=2)[NH:26][N:25]=[CH:24]3)=[O:20])[CH2:13]1. The catalyst class is: 696.